The task is: Predict the product of the given reaction.. This data is from Forward reaction prediction with 1.9M reactions from USPTO patents (1976-2016). (1) Given the reactants [CH3:1][N:2]([CH3:33])[CH2:3][CH2:4][C:5]1[N:10]=[CH:9][C:8]([C:11]2[CH:16]=[CH:15][C:14]([S:17]([NH:20][C:21]3[C:30]([F:31])=[CH:29][C:24]([C:25]([O:27]C)=[O:26])=[C:23]([F:32])[CH:22]=3)(=[O:19])=[O:18])=[CH:13][CH:12]=2)=[CH:7][N:6]=1.[OH-].[Li+].Cl, predict the reaction product. The product is: [CH3:33][N:2]([CH3:1])[CH2:3][CH2:4][C:5]1[N:10]=[CH:9][C:8]([C:11]2[CH:12]=[CH:13][C:14]([S:17]([NH:20][C:21]3[C:30]([F:31])=[CH:29][C:24]([C:25]([OH:27])=[O:26])=[C:23]([F:32])[CH:22]=3)(=[O:19])=[O:18])=[CH:15][CH:16]=2)=[CH:7][N:6]=1. (2) Given the reactants [C:1]([C@@H:3]1[CH2:7][N:6](C(OC(C)(C)C)=O)[C@H:5]([C:15]2[NH:16][C:17]([C:20]3[CH:25]=[CH:24][C:23]([C:26]4[CH:31]=[CH:30][C:29]([C:32]5[NH:36][C:35]([C@@H:37]6[CH2:49][N:47]7[C:48]8[CH:40]([C@@H:41]([NH:50][C:51]([O:53][CH3:54])=[O:52])[CH2:42][CH2:43][C:44]=8[CH:45]=[CH:46]7)[C:39](=[O:55])[CH2:38]6)=[N:34][CH:33]=5)=[CH:28][CH:27]=4)=[CH:22][CH:21]=3)=[CH:18][N:19]=2)[CH2:4]1)#[N:2].[ClH:56], predict the reaction product. The product is: [ClH:56].[CH3:54][O:53][C:51](=[O:52])[NH:50][C@@H:41]1[CH:40]2[C:39](=[O:55])[CH2:38][C@H:37]([C:35]3[NH:36][C:32]([C:29]4[CH:28]=[CH:27][C:26]([C:23]5[CH:24]=[CH:25][C:20]([C:17]6[NH:16][C:15]([C@@H:5]7[CH2:4][C@H:3]([C:1]#[N:2])[CH2:7][NH:6]7)=[N:19][CH:18]=6)=[CH:21][CH:22]=5)=[CH:31][CH:30]=4)=[CH:33][N:34]=3)[CH2:49][N:47]3[C:48]2=[C:44]([CH:45]=[CH:46]3)[CH2:43][CH2:42]1. (3) Given the reactants O=[C:2]1[CH:7]=[CH:6][N:5]2[N:8]=[CH:9][C:10]([C:11]([O:13][CH2:14][CH3:15])=[O:12])=[C:4]2[NH:3]1.P(Cl)(Cl)([Cl:18])=O, predict the reaction product. The product is: [Cl:18][C:2]1[CH:7]=[CH:6][N:5]2[N:8]=[CH:9][C:10]([C:11]([O:13][CH2:14][CH3:15])=[O:12])=[C:4]2[N:3]=1. (4) Given the reactants [O:1]([C:8]1[CH:9]=[C:10]([OH:14])[CH:11]=[CH:12][CH:13]=1)[C:2]1[CH:7]=[CH:6][CH:5]=[CH:4][CH:3]=1.[CH2:15]([O:17][C:18](=[O:30])[CH:19]([C:25](OCC)=[O:26])[C:20](OCC)=[O:21])[CH3:16].[Sn](Cl)(Cl)(Cl)Cl, predict the reaction product. The product is: [CH2:15]([O:17][C:18]([C:19]1[C:20](=[O:21])[O:14][C:10]2[C:11]([C:25]=1[OH:26])=[CH:12][CH:13]=[C:8]([O:1][C:2]1[CH:3]=[CH:4][CH:5]=[CH:6][CH:7]=1)[CH:9]=2)=[O:30])[CH3:16]. (5) Given the reactants [O-]P([O-])([O-])=O.[K+].[K+].[K+].[Cl:9][C:10]1[CH:15]=[CH:14][C:13]([C@H:16]2[C:25]3[C:20](=[CH:21][C:22]([O:30][CH3:31])=[C:23]([O:26][CH:27]([CH3:29])[CH3:28])[CH:24]=3)[CH2:19][C:18](=[O:32])[NH:17]2)=[CH:12][CH:11]=1.I[C:34]1[CH:39]=[CH:38][C:37]([C:40]([C:43]2[CH:48]=[CH:47][CH:46]=[C:45]([O:49][CH3:50])[CH:44]=2)([OH:42])[CH3:41])=[CH:36][CH:35]=1.N[C@@H]1CCCC[C@H]1N, predict the reaction product. The product is: [Cl:9][C:10]1[CH:11]=[CH:12][C:13]([C@H:16]2[C:25]3[C:20](=[CH:21][C:22]([O:30][CH3:31])=[C:23]([O:26][CH:27]([CH3:28])[CH3:29])[CH:24]=3)[CH2:19][C:18](=[O:32])[N:17]2[C:34]2[CH:35]=[CH:36][C:37]([C:40]([OH:42])([C:43]3[CH:48]=[CH:47][CH:46]=[C:45]([O:49][CH3:50])[CH:44]=3)[CH3:41])=[CH:38][CH:39]=2)=[CH:14][CH:15]=1.